Task: Predict the reactants needed to synthesize the given product.. Dataset: Full USPTO retrosynthesis dataset with 1.9M reactions from patents (1976-2016) (1) The reactants are: [BH4-].[Na+].B(F)(F)F.CC[O:9]CC.[CH2:12]([N:19]1[CH2:24][CH:23]=[C:22]([C:25]2[CH:30]=[CH:29][C:28]([O:31][CH3:32])=[CH:27][CH:26]=2)[CH2:21][CH2:20]1)[C:13]1[CH:18]=[CH:17][CH:16]=[CH:15][CH:14]=1.[OH-].[Na+].OO. Given the product [CH2:12]([N:19]1[CH2:20][CH2:21][C@@H:22]([C:25]2[CH:26]=[CH:27][C:28]([O:31][CH3:32])=[CH:29][CH:30]=2)[C@H:23]([OH:9])[CH2:24]1)[C:13]1[CH:14]=[CH:15][CH:16]=[CH:17][CH:18]=1, predict the reactants needed to synthesize it. (2) The reactants are: [O:1]=[S:2]1(=[O:58])[C:17]2([CH2:19][CH2:18]2)[CH2:16][CH2:15][CH2:14][CH2:13][CH2:12][CH2:11][CH2:10][CH2:9][CH2:8][C@@H:7]2[C@:5]([NH:20][C:21]([C@@H:23]3[CH2:27][C@@H:26]([O:28][C:29]4[C:38]5[C:33](=[CH:34][C:35]([O:39][CH3:40])=[CH:36][CH:37]=5)[N:32]=[C:31]([C:41]5[N:42]=[C:43]([NH:46][CH:47]([CH3:49])[CH3:48])[S:44][CH:45]=5)[CH:30]=4)[CH2:25][N:24]3C(OC(C)(C)C)=O)=[O:22])([CH2:6]2)[C:4](=[O:57])[NH:3]1.Cl. Given the product [O:58]=[S:2]1(=[O:1])[C:17]2([CH2:18][CH2:19]2)[CH2:16][CH2:15][CH2:14][CH2:13][CH2:12][CH2:11][CH2:10][CH2:9][CH2:8][C@H:7]2[C@:5]([NH:20][C:21](=[O:22])[C@@H:23]3[CH2:27][C@@H:26]([O:28][C:29]4[C:38]5[C:33](=[CH:34][C:35]([O:39][CH3:40])=[CH:36][CH:37]=5)[N:32]=[C:31]([C:41]5[N:42]=[C:43]([NH:46][CH:47]([CH3:49])[CH3:48])[S:44][CH:45]=5)[CH:30]=4)[CH2:25][NH:24]3)([CH2:6]2)[C:4](=[O:57])[NH:3]1, predict the reactants needed to synthesize it. (3) Given the product [NH2:1][C:2]1[C:3]2[N:4]([C:8]([C@@H:27]3[CH2:32][CH2:31][CH2:30][CH2:29][N:28]3[C:33](=[O:37])[C:34]#[C:35][CH3:36])=[N:9][C:10]=2[C:11]2[CH:25]=[CH:24][C:14]([C:15]([NH:17][C:18]3[CH:23]=[CH:22][CH:21]=[CH:20][N:19]=3)=[O:16])=[CH:13][C:12]=2[CH3:26])[CH:5]=[CH:6][N:7]=1, predict the reactants needed to synthesize it. The reactants are: [NH2:1][C:2]1[C:3]2[N:4]([C:8]([C@@H:27]3[CH2:32][CH2:31][CH2:30][CH2:29][NH:28]3)=[N:9][C:10]=2[C:11]2[CH:25]=[CH:24][C:14]([C:15]([NH:17][C:18]3[CH:23]=[CH:22][CH:21]=[CH:20][N:19]=3)=[O:16])=[CH:13][C:12]=2[CH3:26])[CH:5]=[CH:6][N:7]=1.[C:33](O)(=[O:37])[C:34]#[C:35][CH3:36]. (4) The reactants are: [C:1]([O:5][C:6]([N:8]1[CH2:13][CH2:12][CH:11]([CH:14]2[O:23][C:17]3=[CH:18][N:19]=[C:20](Cl)[CH:21]=[C:16]3[CH2:15]2)[CH2:10][CH2:9]1)=[O:7])([CH3:4])([CH3:3])[CH3:2].[N:24]1[CH:29]=[CH:28][C:27](B(O)O)=[CH:26][CH:25]=1. Given the product [C:1]([O:5][C:6]([N:8]1[CH2:13][CH2:12][CH:11]([CH:14]2[O:23][C:17]3=[CH:18][N:19]=[C:20]([C:27]4[CH:28]=[CH:29][N:24]=[CH:25][CH:26]=4)[CH:21]=[C:16]3[CH2:15]2)[CH2:10][CH2:9]1)=[O:7])([CH3:4])([CH3:3])[CH3:2], predict the reactants needed to synthesize it.